From a dataset of Forward reaction prediction with 1.9M reactions from USPTO patents (1976-2016). Predict the product of the given reaction. Given the reactants F[C:2]1[CH:15]=[CH:14][CH:13]=[CH:12][C:3]=1[CH2:4][C@@:5]([OH:11])([CH2:9][CH3:10])[C:6]([OH:8])=[O:7].[CH3:16]N(C=O)C.C1(C)C=CC=CC=1.[H-].[Na+], predict the reaction product. The product is: [CH2:9]([C@@:5]1([C:6]([O:8][CH3:16])=[O:7])[CH2:4][C:3]2[CH:12]=[CH:13][CH:14]=[CH:15][C:2]=2[O:11]1)[CH3:10].